From a dataset of Forward reaction prediction with 1.9M reactions from USPTO patents (1976-2016). Predict the product of the given reaction. (1) Given the reactants [CH2:1]([O:4][CH:5]1[C:10]([OH:14])([CH2:11][CH2:12][CH3:13])[CH:9]([O:15][CH2:16][C:17]2[CH:22]=[CH:21][CH:20]=[CH:19][CH:18]=2)[CH:8]([O:23][CH2:24][C:25]2[CH:30]=[CH:29][CH:28]=[CH:27][CH:26]=2)[CH:7]([O:31][CH2:32][C:33]2[CH:38]=[CH:37][CH:36]=[CH:35][CH:34]=2)[CH:6]1[O:39][CH2:40][C:41]1[CH:46]=[CH:45][CH:44]=[CH:43][CH:42]=1)[CH:2]=[CH2:3].[C:47](O[C:47](=[O:51])[CH2:48][CH2:49][CH3:50])(=[O:51])[CH2:48][CH2:49][CH3:50], predict the reaction product. The product is: [CH2:1]([O:4][CH:5]1[C:10]([O:14][C:47](=[O:51])[CH2:48][CH2:49][CH3:50])([CH2:11][CH2:12][CH3:13])[CH:9]([O:15][CH2:16][C:17]2[CH:22]=[CH:21][CH:20]=[CH:19][CH:18]=2)[CH:8]([O:23][CH2:24][C:25]2[CH:26]=[CH:27][CH:28]=[CH:29][CH:30]=2)[CH:7]([O:31][CH2:32][C:33]2[CH:38]=[CH:37][CH:36]=[CH:35][CH:34]=2)[CH:6]1[O:39][CH2:40][C:41]1[CH:42]=[CH:43][CH:44]=[CH:45][CH:46]=1)[CH:2]=[CH2:3]. (2) Given the reactants [O:1]1[CH2:6][CH2:5][O:4][C:3]2[CH:7]=[C:8]([C:11](=[O:13])[CH3:12])[CH:9]=[CH:10][C:2]1=2.[H-].[Na+].[N:16]1[CH:21]=[CH:20][CH:19]=[CH:18][C:17]=1[C:22](OCC)=[O:23], predict the reaction product. The product is: [O:1]1[CH2:6][CH2:5][O:4][C:3]2[CH:7]=[C:8]([C:11](=[O:13])[CH2:12][C:22]([C:17]3[CH:18]=[CH:19][CH:20]=[CH:21][N:16]=3)=[O:23])[CH:9]=[CH:10][C:2]1=2.